This data is from Full USPTO retrosynthesis dataset with 1.9M reactions from patents (1976-2016). The task is: Predict the reactants needed to synthesize the given product. (1) Given the product [NH2:18][C:19]1[C:20]([F:27])=[C:21]([CH:24]=[CH:25][CH:26]=1)[CH2:22][N:6]1[CH2:5][CH2:4][N:3]([C:8]([O:10][CH2:11][C:12]2[CH:17]=[CH:16][CH:15]=[CH:14][CH:13]=2)=[O:9])[C@H:2]([CH3:1])[CH2:7]1, predict the reactants needed to synthesize it. The reactants are: [CH3:1][C@@H:2]1[CH2:7][NH:6][CH2:5][CH2:4][N:3]1[C:8]([O:10][CH2:11][C:12]1[CH:17]=[CH:16][CH:15]=[CH:14][CH:13]=1)=[O:9].[NH2:18][C:19]1[C:20]([F:27])=[C:21]([CH:24]=[CH:25][CH:26]=1)[CH:22]=O. (2) Given the product [CH2:23]([N:11]([S:12]([C:15]1[CH:20]=[CH:19][CH:18]=[C:17]([O:21][CH3:22])[CH:16]=1)(=[O:13])=[O:14])[C@@H:10]([C:9]([OH:32])=[O:8])[C:28]([CH3:29])([CH3:30])[CH3:31])[CH2:24][CH:25]([CH3:26])[CH3:27], predict the reactants needed to synthesize it. The reactants are: C([O:8][C:9](=[O:32])[C@@H:10]([C:28]([CH3:31])([CH3:30])[CH3:29])[N:11]([CH2:23][CH2:24][CH:25]([CH3:27])[CH3:26])[S:12]([C:15]1[CH:20]=[CH:19][CH:18]=[C:17]([O:21][CH3:22])[CH:16]=1)(=[O:14])=[O:13])C1C=CC=CC=1.[H][H]. (3) The reactants are: [CH2:1]([O:3][C:4](=[O:29])[CH2:5][CH2:6][CH2:7][NH:8][C:9]([NH:11][C:12]1[S:13][C:14]([C:18]2[CH:23]=[CH:22][C:21]([S:24]([CH3:27])(=[O:26])=[O:25])=[C:20](F)[CH:19]=2)=[C:15]([CH3:17])[N:16]=1)=[O:10])[CH3:2].CS(C1C=CC(C2SC(N)=NC=2C)=CC=1[C:47]([F:50])([F:49])[F:48])(=O)=O. Given the product [CH2:1]([O:3][C:4](=[O:29])[CH2:5][CH2:6][CH2:7][NH:8][C:9]([NH:11][C:12]1[S:13][C:14]([C:18]2[CH:23]=[CH:22][C:21]([S:24]([CH3:27])(=[O:26])=[O:25])=[C:20]([C:47]([F:50])([F:49])[F:48])[CH:19]=2)=[C:15]([CH3:17])[N:16]=1)=[O:10])[CH3:2], predict the reactants needed to synthesize it. (4) Given the product [CH3:1][O:2][C:3](=[O:18])[C:4]1[CH:9]=[C:8]([N:19]2[CH2:24][CH2:23][S:22][CH2:21][CH2:20]2)[C:7]([C:11]([F:14])([F:13])[F:12])=[CH:6][C:5]=1[N+:15]([O-:17])=[O:16], predict the reactants needed to synthesize it. The reactants are: [CH3:1][O:2][C:3](=[O:18])[C:4]1[CH:9]=[C:8](F)[C:7]([C:11]([F:14])([F:13])[F:12])=[CH:6][C:5]=1[N+:15]([O-:17])=[O:16].[NH:19]1[CH2:24][CH2:23][S:22][CH2:21][CH2:20]1.